From a dataset of hERG Central: cardiac toxicity at 1µM, 10µM, and general inhibition. Predict hERG channel inhibition at various concentrations. (1) Results: hERG_inhib (hERG inhibition (general)): blocker. The compound is O=C(Nc1c2c(nn1-c1ccc([N+](=O)[O-])cc1)CS(=O)(=O)C2)c1ccco1. (2) The compound is CC1CCC(C(C)C)C(OC(=O)Cn2c(-c3ccccc3)[n+](C)c3ccccc32)C1.[Cl-]. Results: hERG_inhib (hERG inhibition (general)): blocker. (3) The molecule is Cc1ccc(-c2nnc(OCC3CCCO3)c3ccccc23)cc1. Results: hERG_inhib (hERG inhibition (general)): blocker. (4) The molecule is CCN(CC)CCCN(C(=O)c1ccco1)c1nc(-c2ccc(C)cc2)cs1.Cl. Results: hERG_inhib (hERG inhibition (general)): blocker. (5) The compound is COc1ccc(/C=C/CN2CCC(n3nccc3NC(=O)C3CCCC3)CC2)cc1. Results: hERG_inhib (hERG inhibition (general)): blocker. (6) Results: hERG_inhib (hERG inhibition (general)): blocker. The compound is O=C(CN1CCC(Cc2ccccc2)CC1)N1CCc2ccccc2C1.